This data is from Peptide-MHC class II binding affinity with 134,281 pairs from IEDB. The task is: Regression. Given a peptide amino acid sequence and an MHC pseudo amino acid sequence, predict their binding affinity value. This is MHC class II binding data. (1) The MHC is DRB1_0301 with pseudo-sequence DRB1_0301. The peptide sequence is GRRYELETNLQHRDG. The binding affinity (normalized) is 0.243. (2) The peptide sequence is NSFYYMKGGVNTFLI. The MHC is DRB1_0802 with pseudo-sequence DRB1_0802. The binding affinity (normalized) is 0.369. (3) The peptide sequence is LPRPPATPPPPPPPQ. The MHC is DRB1_1101 with pseudo-sequence DRB1_1101. The binding affinity (normalized) is 0. (4) The peptide sequence is AFILDMDNLFPKV. The MHC is DRB1_0401 with pseudo-sequence DRB1_0401. The binding affinity (normalized) is 0.752.